Dataset: Reaction yield outcomes from USPTO patents with 853,638 reactions. Task: Predict the reaction yield, written as a fraction of the theoretical maximum amount of product (1.0 means a 100% yield; for example, 0.34 means a 34% yield). (1) The reactants are [F:1][C:2]1[CH:3]=[C:4]([C:8]2[N:13]=[C:12]([CH3:14])[C:11]([C:15]([OH:17])=O)=[CH:10][N:9]=2)[CH:5]=[CH:6][CH:7]=1.CN(C(ON1N=NC2C=CC(=CC1=2)Cl)=[N+](C)C)C.F[P-](F)(F)(F)(F)F.CCN(C(C)C)C(C)C.[F:52][C:53]1[CH:54]=[C:55]2[C:59](=[CH:60][CH:61]=1)[N:58]([NH2:62])[CH:57]=[C:56]2[CH3:63]. The catalyst is CN(C=O)C.O.CCOC(C)=O. The product is [F:52][C:53]1[CH:54]=[C:55]2[C:59](=[CH:60][CH:61]=1)[N:58]([NH:62][C:15]([C:11]1[C:12]([CH3:14])=[N:13][C:8]([C:4]3[CH:5]=[CH:6][CH:7]=[C:2]([F:1])[CH:3]=3)=[N:9][CH:10]=1)=[O:17])[CH:57]=[C:56]2[CH3:63]. The yield is 0.610. (2) The reactants are [N:1]12[CH2:8][CH2:7][C:4]([C:9]([C:17]3[CH:22]=[CH:21][CH:20]=[CH:19][CH:18]=3)([C:11]3[CH:16]=[CH:15][CH:14]=[CH:13][CH:12]=3)[OH:10])([CH2:5][CH2:6]1)[CH2:3][CH2:2]2.[Br:23][CH2:24][CH2:25][CH2:26][O:27][C:28]1[CH:33]=[CH:32][CH:31]=[CH:30][C:29]=1[Br:34]. The catalyst is CC#N. The product is [Br-:23].[Br:34][C:29]1[CH:30]=[CH:31][CH:32]=[CH:33][C:28]=1[O:27][CH2:26][CH2:25][CH2:24][N+:1]12[CH2:6][CH2:5][C:4]([C:9]([OH:10])([C:17]3[CH:22]=[CH:21][CH:20]=[CH:19][CH:18]=3)[C:11]3[CH:12]=[CH:13][CH:14]=[CH:15][CH:16]=3)([CH2:3][CH2:2]1)[CH2:7][CH2:8]2. The yield is 0.748. (3) The reactants are Cl[CH2:2][C:3]1[CH:4]=[N:5][N:6]([CH:12]([CH3:14])[CH3:13])[C:7]=1[C:8]([F:11])([F:10])[F:9].[C-:15]#[N:16].[K+]. The catalyst is [Br-].C([N+](CCCC)(CCCC)CCCC)CCC.O1CCOCC1.O.CCOC(C)=O. The product is [CH:12]([N:6]1[C:7]([C:8]([F:11])([F:10])[F:9])=[C:3]([CH2:2][C:15]#[N:16])[CH:4]=[N:5]1)([CH3:14])[CH3:13]. The yield is 1.00. (4) The reactants are C([Cl:4])(=O)C.[CH:5]([N:18]1[CH2:26][C:25]2[C:20](=[N:21][CH:22]=[C:23]([C:27]([F:30])([F:29])[F:28])[CH:24]=2)[CH2:19]1)([C:12]1[CH:17]=[CH:16][CH:15]=[CH:14][CH:13]=1)[C:6]1[CH:11]=[CH:10][CH:9]=[CH:8][CH:7]=1. The catalyst is CO. The product is [ClH:4].[CH:5]([N:18]1[CH2:26][C:25]2[C:20](=[N:21][CH:22]=[C:23]([C:27]([F:30])([F:28])[F:29])[CH:24]=2)[CH2:19]1)([C:6]1[CH:7]=[CH:8][CH:9]=[CH:10][CH:11]=1)[C:12]1[CH:17]=[CH:16][CH:15]=[CH:14][CH:13]=1. The yield is 0.892.